Dataset: Full USPTO retrosynthesis dataset with 1.9M reactions from patents (1976-2016). Task: Predict the reactants needed to synthesize the given product. (1) Given the product [Br:3][CH2:4][CH2:5][CH2:6][O:15][CH2:14][C@H:12]1[CH2:11][O:10][C:9]([CH3:16])([CH3:8])[O:13]1, predict the reactants needed to synthesize it. The reactants are: [OH-].[Na+].[Br:3][CH2:4][CH2:5][CH2:6]Br.[CH3:8][C:9]1([CH3:16])[O:13][C@@H:12]([CH2:14][OH:15])[CH2:11][O:10]1. (2) Given the product [CH:24]1([N:19]2[CH2:18][C:17]3([CH2:27][CH2:28][N:14]([CH:8]([C:5]4[CH:6]=[CH:7][C:2]([C:38]5[CH:47]=[C:46]6[C:41]([CH:42]=[CH:43][CH:44]=[N:45]6)=[CH:40][CH:39]=5)=[CH:3][C:4]=4[F:29])[CH2:9][C:10]([O:12][CH3:13])=[O:11])[CH2:15][CH2:16]3)[O:22][CH2:21][C:20]2=[O:23])[CH2:26][CH2:25]1, predict the reactants needed to synthesize it. The reactants are: Br[C:2]1[CH:7]=[CH:6][C:5]([CH:8]([N:14]2[CH2:28][CH2:27][C:17]3([O:22][CH2:21][C:20](=[O:23])[N:19]([CH:24]4[CH2:26][CH2:25]4)[CH2:18]3)[CH2:16][CH2:15]2)[CH2:9][C:10]([O:12][CH3:13])=[O:11])=[C:4]([F:29])[CH:3]=1.CC1(C)C(C)(C)OB([C:38]2[CH:47]=[C:46]3[C:41]([CH:42]=[CH:43][CH:44]=[N:45]3)=[CH:40][CH:39]=2)O1.C(=O)([O-])[O-].[K+].[K+]. (3) Given the product [O:14]=[C:13]1[CH2:12][O:11][C@H:10]2[CH2:15][CH2:16][CH2:17][CH2:18][C@@H:9]2[N:8]1[CH:5]1[CH2:4][CH2:3][N:2]([CH:20]2[CH2:23][CH:22]([C:24]([O:26][CH2:27][CH3:28])=[O:25])[CH2:21]2)[CH2:7][CH2:6]1, predict the reactants needed to synthesize it. The reactants are: [Na].[NH:2]1[CH2:7][CH2:6][CH:5]([N:8]2[C:13](=[O:14])[CH2:12][O:11][C@H:10]3[CH2:15][CH2:16][CH2:17][CH2:18][C@H:9]23)[CH2:4][CH2:3]1.O=[C:20]1[CH2:23][CH:22]([C:24]([O:26][CH2:27][CH3:28])=[O:25])[CH2:21]1.C(N(CC)CC)C.C(=O)(O)[O-].[Na+]. (4) Given the product [CH3:1][C:2]1[CH:3]=[C:4]2[C:12](=[CH:13][CH:14]=1)[NH:11][C:10]1[CH:9]([NH:15][C:23]([NH:22][C:16]3[CH:21]=[CH:20][CH:19]=[CH:18][CH:17]=3)=[O:24])[CH2:8][CH2:7][CH2:6][C:5]2=1, predict the reactants needed to synthesize it. The reactants are: [CH3:1][C:2]1[CH:3]=[C:4]2[C:12](=[CH:13][CH:14]=1)[NH:11][C:10]1[CH:9]([NH2:15])[CH2:8][CH2:7][CH2:6][C:5]2=1.[C:16]1([N:22]=[C:23]=[O:24])[CH:21]=[CH:20][CH:19]=[CH:18][CH:17]=1.